This data is from Full USPTO retrosynthesis dataset with 1.9M reactions from patents (1976-2016). The task is: Predict the reactants needed to synthesize the given product. (1) Given the product [CH3:19][C:10]1[NH:9][C:8]([CH:6]=[O:5])=[C:12]([CH3:13])[C:11]=1[C:14]([O:16][CH2:17][CH3:18])=[O:15], predict the reactants needed to synthesize it. The reactants are: C([O:5][C:6]([C:8]1[NH:9][C:10]([CH3:19])=[C:11]([C:14]([O:16][CH2:17][CH3:18])=[O:15])[C:12]=1[CH3:13])=O)(C)(C)C.C(OCC)(OCC)OCC. (2) Given the product [F:20][C:17]1[CH:18]=[CH:19][C:14]([S:12]([C:4]2[N:3]=[C:2]([NH:21][C:22]3[CH:26]=[C:25]([CH3:27])[N:24]([C:28]([O:30][C:31]([CH3:34])([CH3:33])[CH3:32])=[O:29])[N:23]=3)[C:11]3[C:6]([CH:5]=2)=[CH:7][CH:8]=[CH:9][CH:10]=3)=[O:13])=[CH:15][CH:16]=1, predict the reactants needed to synthesize it. The reactants are: Br[C:2]1[C:11]2[C:6](=[CH:7][CH:8]=[CH:9][CH:10]=2)[CH:5]=[C:4]([S:12]([C:14]2[CH:19]=[CH:18][C:17]([F:20])=[CH:16][CH:15]=2)=[O:13])[N:3]=1.[NH2:21][C:22]1[CH:26]=[C:25]([CH3:27])[N:24]([C:28]([O:30][C:31]([CH3:34])([CH3:33])[CH3:32])=[O:29])[N:23]=1.C(=O)([O-])[O-].[Na+].[Na+]. (3) Given the product [ClH:32].[NH2:22][C:17]12[CH2:20][CH2:21][C:14]([CH2:13][CH2:12][C:11]3[C:2]([F:1])=[CH:3][N:4]=[C:5]4[C:10]=3[N:9]=[C:8]([OH:30])[CH:7]=[CH:6]4)([CH2:19][CH2:18]1)[O:15][CH2:16]2, predict the reactants needed to synthesize it. The reactants are: [F:1][C:2]1[CH:3]=[N:4][C:5]2[C:10]([C:11]=1[CH2:12][CH2:13][C:14]13[CH2:21][CH2:20][C:17]([NH:22]C(=O)OC(C)(C)C)([CH2:18][CH2:19]1)[CH2:16][O:15]3)=[N:9][C:8]([O:30]C)=[CH:7][CH:6]=2.[ClH:32]. (4) Given the product [F:1][C:2]1[CH:7]=[C:6]([F:8])[CH:5]=[CH:4][C:3]=1[C:9]1[NH:25][C:16](=[O:18])[C:15]2[N:11]([N:12]=[CH:13][N:14]=2)[CH:10]=1, predict the reactants needed to synthesize it. The reactants are: [F:1][C:2]1[CH:7]=[C:6]([F:8])[CH:5]=[CH:4][C:3]=1[C:9](=O)[CH2:10][N:11]1[C:15]([C:16]([O:18]C)=O)=[N:14][CH:13]=[N:12]1.C([O-])(=O)C.[NH4+:25].C(=O)(O)[O-].[Na+]. (5) Given the product [C:17]([O:21][C:22](=[O:23])[NH:1][C:2]1[CH:3]=[CH:4][C:5]([CH3:9])=[C:6]([OH:8])[CH:7]=1)([CH3:20])([CH3:19])[CH3:18], predict the reactants needed to synthesize it. The reactants are: [NH2:1][C:2]1[CH:3]=[CH:4][C:5]([CH3:9])=[C:6]([OH:8])[CH:7]=1.C(N(CC)CC)C.[C:17]([O:21][C:22](O[C:22]([O:21][C:17]([CH3:20])([CH3:19])[CH3:18])=[O:23])=[O:23])([CH3:20])([CH3:19])[CH3:18]. (6) Given the product [C:1]([O:5][C:6](=[O:27])[NH:7][C:8]([C:10]1[S:11][C:12]([S:25][CH3:26])=[C:13]([S:15]([C:18]2[CH:19]=[C:20]([C:34]3[C:33]([CH2:37][OH:36])=[CH:32][CH:31]=[CH:30][C:29]=3[CH3:28])[CH:21]=[CH:22][CH:23]=2)(=[O:17])=[O:16])[CH:14]=1)=[NH:9])([CH3:4])([CH3:3])[CH3:2], predict the reactants needed to synthesize it. The reactants are: [C:1]([O:5][C:6](=[O:27])[NH:7][C:8]([C:10]1[S:11][C:12]([S:25][CH3:26])=[C:13]([S:15]([C:18]2[CH:23]=[CH:22][CH:21]=[C:20](Br)[CH:19]=2)(=[O:17])=[O:16])[CH:14]=1)=[NH:9])([CH3:4])([CH3:3])[CH3:2].[CH3:28][C:29]1[C:34]2B(O)[O:36][CH2:37][C:33]=2[CH:32]=[CH:31][CH:30]=1.C([O-])([O-])=O.[Na+].[Na+].C(O)C. (7) Given the product [O:6]=[C:2]1[CH2:3][CH2:4][CH2:5][N:1]1[C:12]([O:11][C:7]([CH3:10])([CH3:9])[CH3:8])=[O:13], predict the reactants needed to synthesize it. The reactants are: [NH:1]1[CH2:5][CH2:4][CH2:3][C:2]1=[O:6].[C:7]([O:11][C:12](O[C:12]([O:11][C:7]([CH3:10])([CH3:9])[CH3:8])=[O:13])=[O:13])([CH3:10])([CH3:9])[CH3:8]. (8) Given the product [CH3:19][C:16]1([CH3:20])[O:15][CH:14]([CH2:13][N:1]2[C:9]3[C:4](=[CH:5][CH:6]=[CH:7][CH:8]=3)[CH:3]=[CH:2]2)[CH2:18][O:17]1, predict the reactants needed to synthesize it. The reactants are: [NH:1]1[C:9]2[C:4](=[CH:5][CH:6]=[CH:7][CH:8]=2)[CH:3]=[CH:2]1.[H-].[Na+].Cl[CH2:13][CH:14]1[CH2:18][O:17][C:16]([CH3:20])([CH3:19])[O:15]1. (9) Given the product [Cl:20][CH2:2][N:3]1[C:7](=[O:8])[CH2:6][CH:5]([C:9]2[CH:10]=[C:11]([CH:14]=[CH:15][CH:16]=2)[C:12]#[N:13])[CH2:4]1, predict the reactants needed to synthesize it. The reactants are: O[CH2:2][N:3]1[C:7](=[O:8])[CH2:6][CH:5]([C:9]2[CH:10]=[C:11]([CH:14]=[CH:15][CH:16]=2)[C:12]#[N:13])[CH2:4]1.C(Cl)(=O)C([Cl:20])=O.